This data is from Full USPTO retrosynthesis dataset with 1.9M reactions from patents (1976-2016). The task is: Predict the reactants needed to synthesize the given product. (1) Given the product [S:10]1[C:11]([C:20]([OH:19])=[O:14])=[CH:12][N:13]2[CH:6]=[CH:7][N:8]=[C:9]12, predict the reactants needed to synthesize it. The reactants are: C(OC([C:6]1[N:13]2[C:9]([S:10][CH:11]=[CH:12]2)=[N:8][CH:7]=1)=O)C.[OH-:14].[Na+].C1[CH2:20][O:19]CC1.CO. (2) Given the product [CH2:18]([O:20][C:21](=[O:31])[C@@H:22]([NH:23][C:12](=[O:14])[C:11]1[CH:10]=[CH:9][C:8]([N:5]2[CH2:4][CH2:3][C:2](=[O:1])[CH2:7][CH2:6]2)=[CH:16][CH:15]=1)[CH2:24][CH2:25][C:26]([O:28][CH2:29][CH3:30])=[O:27])[CH3:19], predict the reactants needed to synthesize it. The reactants are: [O:1]=[C:2]1[CH2:7][CH2:6][N:5]([C:8]2[CH:16]=[CH:15][C:11]([C:12]([OH:14])=O)=[CH:10][CH:9]=2)[CH2:4][CH2:3]1.Cl.[CH2:18]([O:20][C:21](=[O:31])[C@H:22]([CH2:24][CH2:25][C:26]([O:28][CH2:29][CH3:30])=[O:27])[NH2:23])[CH3:19]. (3) Given the product [NH2:12][CH2:11][C:7]1([CH2:5][NH:4][CH2:3][CH2:2][NH2:1])[CH2:10][CH2:9][CH2:8]1, predict the reactants needed to synthesize it. The reactants are: [NH2:1][CH2:2][CH2:3][NH:4][C:5]([C:7]1([C:11]#[N:12])[CH2:10][CH2:9][CH2:8]1)=O.B.C1COCC1.C(N=[N+]=[N-])CCCCCCCC. (4) The reactants are: [C:1]1(C([O-])=O)[CH:6]=[CH:5]C=[CH:3][CH:2]=1.[NH2:10][C@@H:11]([C:13]([OH:15])=[O:14])[CH3:12].C(N)(C)C.P([O-])([O-])([O-])=O. Given the product [CH:1]1[CH:6]=[CH:5][C:12]([C@@H:11]([NH2:10])[C:13]([OH:15])=[O:14])=[CH:3][CH:2]=1, predict the reactants needed to synthesize it. (5) Given the product [Br:9][C:10]1[CH:11]=[C:12]([F:17])[C:13]([O:8][C:6]2[CH:5]=[CH:4][N:3]=[C:2]([NH2:1])[CH:7]=2)=[N:14][CH:15]=1, predict the reactants needed to synthesize it. The reactants are: [NH2:1][C:2]1[CH:7]=[C:6]([OH:8])[CH:5]=[CH:4][N:3]=1.[Br:9][C:10]1[CH:11]=[C:12]([F:17])[C:13](F)=[N:14][CH:15]=1.CCOC(C)=O. (6) The reactants are: [Br:1][C:2]1[CH:3]=[CH:4][C:5]([OH:10])=[C:6]([CH:9]=1)[CH:7]=[O:8].I[CH2:12][CH3:13]. Given the product [Br:1][C:2]1[CH:3]=[CH:4][C:5]([O:10][CH2:12][CH3:13])=[C:6]([CH:9]=1)[CH:7]=[O:8], predict the reactants needed to synthesize it. (7) Given the product [CH3:6][O:7][C:8]([C:10]1[CH:11]=[C:12]([CH3:32])[C:13]2[O:19][C:18]3[C:20]([Cl:28])=[CH:21][C:22]([NH:24][CH2:25][CH2:26][N:1]4[CH2:5][CH2:4][CH2:3][CH2:2]4)=[CH:23][C:17]=3[CH2:16][S:15](=[O:29])(=[O:30])[C:14]=2[CH:31]=1)=[O:9], predict the reactants needed to synthesize it. The reactants are: [NH:1]1[CH2:5][CH2:4][CH2:3][CH2:2]1.[CH3:6][O:7][C:8]([C:10]1[CH:11]=[C:12]([CH3:32])[C:13]2[O:19][C:18]3[C:20]([Cl:28])=[CH:21][C:22]([NH:24][CH2:25][CH2:26]Cl)=[CH:23][C:17]=3[CH2:16][S:15](=[O:30])(=[O:29])[C:14]=2[CH:31]=1)=[O:9]. (8) Given the product [CH3:1][N:2]1[CH:6]=[C:5]([C:7]2[CH:8]=[N:9][C:10]3[C:15]([CH:16]=2)=[CH:14][C:13]([CH:17]([C:19]2[N:23]4[N:24]=[C:25](/[C:28](=[N:31]/[OH:32])/[CH3:29])[CH:26]=[CH:27][C:22]4=[N:21][N:20]=2)[CH3:18])=[CH:12][CH:11]=3)[CH:4]=[N:3]1, predict the reactants needed to synthesize it. The reactants are: [CH3:1][N:2]1[CH:6]=[C:5]([C:7]2[CH:8]=[N:9][C:10]3[C:15]([CH:16]=2)=[CH:14][C:13]([CH:17]([C:19]2[N:23]4[N:24]=[C:25]([C:28](=O)[CH3:29])[CH:26]=[CH:27][C:22]4=[N:21][N:20]=2)[CH3:18])=[CH:12][CH:11]=3)[CH:4]=[N:3]1.[NH2:31][OH:32].Cl. (9) Given the product [F:33][C:34]1[CH:41]=[CH:40][CH:39]=[C:38]([F:42])[C:35]=1[CH2:36][CH2:2][CH2:1][O:3][C:4]([NH:6][C:7]1[S:8][C:9]([C:18]2[CH:19]=[CH:20][C:21]([N+:24]([O-:26])=[O:25])=[CH:22][CH:23]=2)=[C:10]([CH3:17])[C:11]=1[C:12]([O:14][CH2:15][CH3:16])=[O:13])=[O:5], predict the reactants needed to synthesize it. The reactants are: [CH2:1]([O:3][C:4]([NH:6][C:7]1[S:8][C:9]([C:18]2[CH:23]=[CH:22][C:21]([N+:24]([O-:26])=[O:25])=[CH:20][CH:19]=2)=[C:10]([CH3:17])[C:11]=1[C:12]([O:14][CH2:15][CH3:16])=[O:13])=[O:5])[CH3:2].C(=O)([O-])[O-].[K+].[K+].[F:33][C:34]1[CH:41]=[CH:40][CH:39]=[C:38]([F:42])[C:35]=1[CH2:36]Br.C(#N)C.C(OCC)(=O)C. (10) Given the product [CH:50]1([N:16]([CH2:15][CH2:14][OH:13])[CH2:17][CH2:18][CH2:19][O:20][C:21]2[CH:30]=[C:29]3[C:24]([C:25]([NH:31][C:32]4[CH:36]=[C:35]([CH2:37][C:38]([NH:40][C:41]5[CH:46]=[CH:45][CH:44]=[C:43]([F:47])[CH:42]=5)=[O:39])[NH:34][N:33]=4)=[N:26][CH:27]=[N:28]3)=[CH:23][C:22]=2[O:48][CH3:49])[CH2:53][CH2:52][CH2:51]1, predict the reactants needed to synthesize it. The reactants are: P([O:13][CH2:14][CH2:15][N:16]([CH:50]1[CH2:53][CH2:52][CH2:51]1)[CH2:17][CH2:18][CH2:19][O:20][C:21]1[CH:30]=[C:29]2[C:24]([C:25]([NH:31][C:32]3[CH:36]=[C:35]([CH2:37][C:38]([NH:40][C:41]4[CH:46]=[CH:45][CH:44]=[C:43]([F:47])[CH:42]=4)=[O:39])[NH:34][N:33]=3)=[N:26][CH:27]=[N:28]2)=[CH:23][C:22]=1[O:48][CH3:49])(OC(C)(C)C)(OC(C)(C)C)=O.C1(NCCO)CCC1.